From a dataset of Blood-brain barrier permeability classification from the B3DB database. Regression/Classification. Given a drug SMILES string, predict its absorption, distribution, metabolism, or excretion properties. Task type varies by dataset: regression for continuous measurements (e.g., permeability, clearance, half-life) or binary classification for categorical outcomes (e.g., BBB penetration, CYP inhibition). Dataset: b3db_classification. The molecule is CN1CCC2=C(C1)C(c1ccccc1)c1ccccc12. The result is 1 (penetrates BBB).